From a dataset of Reaction yield outcomes from USPTO patents with 853,638 reactions. Predict the reaction yield, written as a fraction of the theoretical maximum amount of product (1.0 means a 100% yield; for example, 0.34 means a 34% yield). (1) The reactants are [F:1][C:2]1[C:10]2[CH2:9][CH2:8][CH2:7][CH2:6][C:5]=2[N:4]2[CH2:11][CH2:12][N:13]([C:16]3[N:23]=[CH:22][CH:21]=[C:20]([C:24]4[CH:29]=[C:28]([NH:30][C:31]5[S:32][C:33]6[CH2:34][N:35]([CH3:40])[CH2:36][CH2:37][C:38]=6[N:39]=5)[C:27](=[O:41])[N:26]([CH3:42])[CH:25]=4)[C:17]=3[CH:18]=[O:19])[C:14](=[O:15])[C:3]=12.[BH4-].[Na+]. The catalyst is CO. The product is [F:1][C:2]1[C:10]2[CH2:9][CH2:8][CH2:7][CH2:6][C:5]=2[N:4]2[CH2:11][CH2:12][N:13]([C:16]3[C:17]([CH2:18][OH:19])=[C:20]([C:24]4[CH:29]=[C:28]([NH:30][C:31]5[S:32][C:33]6[CH2:34][N:35]([CH3:40])[CH2:36][CH2:37][C:38]=6[N:39]=5)[C:27](=[O:41])[N:26]([CH3:42])[CH:25]=4)[CH:21]=[CH:22][N:23]=3)[C:14](=[O:15])[C:3]=12. The yield is 0.350. (2) The reactants are [F-].C([N+](CCCC)(CCCC)CCCC)CCC.C(O)(=O)C.[F:23][C:24]([F:60])([F:59])[C:25]1[CH:26]=[C:27]([CH:52]=[C:53]([C:55]([F:58])([F:57])[F:56])[CH:54]=1)[C:28]([N:30]1[CH2:34][C@@:33]([CH2:42][CH2:43][O:44][Si](C(C)(C)C)(C)C)([C:35]2[CH:40]=[CH:39][C:38]([F:41])=[CH:37][CH:36]=2)[O:32][CH2:31]1)=[O:29].C(OCC)(=O)C. The catalyst is O1CCCC1. The product is [F:59][C:24]([F:23])([F:60])[C:25]1[CH:26]=[C:27]([CH:52]=[C:53]([C:55]([F:58])([F:57])[F:56])[CH:54]=1)[C:28]([N:30]1[CH2:34][C@@:33]([CH2:42][CH2:43][OH:44])([C:35]2[CH:36]=[CH:37][C:38]([F:41])=[CH:39][CH:40]=2)[O:32][CH2:31]1)=[O:29]. The yield is 0.990. (3) The reactants are [F:1][C:2]1[CH:3]=[C:4]2[C:9](=[CH:10][CH:11]=1)[N:8]=[C:7]([O:12][CH3:13])[C:6]([NH:14][C:15](=[O:19])OCC)=[N:5]2.[CH3:20][O:21][C:22]1[CH:27]=[CH:26][CH:25]=[CH:24][C:23]=1[N:28]1[CH2:33][CH2:32][NH:31][CH2:30][CH2:29]1. No catalyst specified. The product is [F:1][C:2]1[CH:3]=[C:4]2[C:9](=[CH:10][CH:11]=1)[N:8]=[C:7]([O:12][CH3:13])[C:6]([NH:14][C:15]([N:31]1[CH2:30][CH2:29][N:28]([C:23]3[CH:24]=[CH:25][CH:26]=[CH:27][C:22]=3[O:21][CH3:20])[CH2:33][CH2:32]1)=[O:19])=[N:5]2. The yield is 0.840.